Task: Predict the product of the given reaction.. Dataset: Forward reaction prediction with 1.9M reactions from USPTO patents (1976-2016) (1) Given the reactants [CH2:1]([N:3]([CH2:6][CH3:7])[CH2:4][CH3:5])[CH3:2].C(O[C:13]1[C:14](=[O:31])[C:15](=[O:30])[C:16]=1[CH:17]=[C:18]1[C:26]([CH3:28])([CH3:27])[C:25]2[C:20](=[CH:21][CH:22]=[CH:23][CH:24]=2)[N:19]1[CH3:29])CCC.[C:32](#[N:36])[CH2:33][C:34]#[N:35], predict the reaction product. The product is: [CH2:1]([NH+:3]([CH2:6][CH3:7])[CH2:4][CH3:5])[CH3:2].[C:34]([C:33]([C:32]#[N:36])=[C:13]1[C:14](=[O:31])[C:15]([O-:30])=[C:16]1[CH:17]=[C:18]1[C:26]([CH3:27])([CH3:28])[C:25]2[C:20](=[CH:21][CH:22]=[CH:23][CH:24]=2)[N:19]1[CH3:29])#[N:35]. (2) Given the reactants [CH:1]1([C:4]2[CH:9]=[C:8]([O:10][CH3:11])[C:7]([F:12])=[CH:6][C:5]=2[C:13]2[N:18]=[CH:17][C:16]3[CH:19]=[N:20][N:21](C4CCCCO4)[C:15]=3[CH:14]=2)[CH2:3][CH2:2]1.Cl, predict the reaction product. The product is: [CH:1]1([C:4]2[CH:9]=[C:8]([O:10][CH3:11])[C:7]([F:12])=[CH:6][C:5]=2[C:13]2[N:18]=[CH:17][C:16]3[CH:19]=[N:20][NH:21][C:15]=3[CH:14]=2)[CH2:2][CH2:3]1. (3) Given the reactants [H-].[Al+3].[Li+].[H-].[H-].[H-].[CH2:7]([O:18][C:19]1[CH:20]=[C:21]([CH:26]=[CH:27][CH:28]=1)[C:22](OC)=[O:23])[CH2:8][CH2:9]/[CH:10]=[CH:11]\[CH2:12][CH2:13][CH2:14][CH2:15][CH2:16][CH3:17], predict the reaction product. The product is: [CH2:7]([O:18][C:19]1[CH:20]=[C:21]([CH:26]=[CH:27][CH:28]=1)[CH2:22][OH:23])[CH2:8][CH2:9]/[CH:10]=[CH:11]\[CH2:12][CH2:13][CH2:14][CH2:15][CH2:16][CH3:17]. (4) Given the reactants C(OC([NH:8][C:9]([C:20]1[CH:25]=[CH:24][C:23]([C:26]2[CH:31]=[CH:30][C:29]([O:32][CH2:33][CH2:34][CH2:35][CH2:36][CH2:37][CH2:38][CH2:39][CH3:40])=[C:28]([C:41]([F:44])([F:43])[F:42])[CH:27]=2)=[CH:22][N:21]=1)(C(OCC)=O)[C:10](OCC)=[O:11])=O)(C)(C)C.[Li+].[BH4-].C(O)C, predict the reaction product. The product is: [NH2:8][CH:9]([C:20]1[CH:25]=[CH:24][C:23]([C:26]2[CH:31]=[CH:30][C:29]([O:32][CH2:33][CH2:34][CH2:35][CH2:36][CH2:37][CH2:38][CH2:39][CH3:40])=[C:28]([C:41]([F:44])([F:42])[F:43])[CH:27]=2)=[CH:22][N:21]=1)[CH2:10][OH:11]. (5) Given the reactants [Br:1][C:2]1[CH:16]=[CH:15][CH:14]=[CH:13][C:3]=1[CH2:4][CH:5]([CH2:9][CH:10]([CH3:12])[CH3:11])[C:6]([OH:8])=O.C1CN([P+](O[N:34]2N=[N:41][C:36]3C=CC=C[C:35]2=3)(N2CCCC2)N2CCCC2)CC1.F[P-](F)(F)(F)(F)F.Cl.NCC#N.C(N(CC)CC)C.C([O-])(O)=O.[Na+], predict the reaction product. The product is: [Br:1][C:2]1[CH:16]=[CH:15][CH:14]=[CH:13][C:3]=1[CH2:4][CH:5]([CH2:9][CH:10]([CH3:12])[CH3:11])[C:6]([NH:41][CH2:36][C:35]#[N:34])=[O:8]. (6) The product is: [C:27]([O:31][C:32]([NH:34][C@@H:35]([C:37]1[C:38]([F:66])=[C:39]([C:2]2[CH:3]=[C:4]([CH2:11][O:12][C:13]3[CH:18]=[CH:17][CH:16]=[CH:15][C:14]=3[CH2:19][C:20]([O:22][C:23]([CH3:26])([CH3:25])[CH3:24])=[O:21])[C:5]3[O:9][CH2:8][O:7][C:6]=3[CH:10]=2)[CH:40]=[CH:41][CH:42]=1)[CH3:36])=[O:33])([CH3:28])([CH3:29])[CH3:30]. Given the reactants Br[C:2]1[CH:3]=[C:4]([CH2:11][O:12][C:13]2[CH:18]=[CH:17][CH:16]=[CH:15][C:14]=2[CH2:19][C:20]([O:22][C:23]([CH3:26])([CH3:25])[CH3:24])=[O:21])[C:5]2[O:9][CH2:8][O:7][C:6]=2[CH:10]=1.[C:27]([O:31][C:32]([NH:34][C@@H:35]([C:37]1[C:38]([F:66])=[C:39](C2C=C(O)C=C(COC3C=CC=CC=3CC(OC(C)(C)C)=O)C=2)[CH:40]=[CH:41][CH:42]=1)[CH3:36])=[O:33])([CH3:30])([CH3:29])[CH3:28].[O-]P([O-])([O-])=O.[K+].[K+].[K+].C(Cl)Cl, predict the reaction product.